Dataset: Forward reaction prediction with 1.9M reactions from USPTO patents (1976-2016). Task: Predict the product of the given reaction. (1) The product is: [NH2:25][N:26]1[N:5]=[C:6]([CH:20]([CH3:22])[CH3:21])[C:7]2[C:12](=[CH:11][C:10]([C:15]([F:16])([F:17])[F:18])=[CH:9][CH:8]=2)[C:13]1=[O:14]. Given the reactants C([N:5]1[C:13](=[O:14])[C:12]2[C:7](=[CH:8][CH:9]=[C:10]([C:15]([F:18])([F:17])[F:16])[CH:11]=2)[C:6]1=O)(C)(C)C.[CH:20]([Mg]Br)([CH3:22])[CH3:21].[NH2:25][NH2:26].C1(P(ON)(C2C=CC=CC=2)=O)C=CC=CC=1, predict the reaction product. (2) Given the reactants [NH2:1][C:2]1[C:12]([Cl:13])=[C:11]([CH:14]=O)[C:10]([C:16]([F:19])([F:18])[F:17])=[CH:9][C:3]=1[C:4]([O:6][CH2:7][CH3:8])=[O:5].[CH2:20]1[NH:25][CH2:24][CH2:23][N:22]2[CH2:26][CH2:27][CH2:28][C@H:21]12, predict the reaction product. The product is: [CH2:20]1[N:25]([CH2:14][C:11]2[C:10]([C:16]([F:19])([F:18])[F:17])=[CH:9][C:3]([C:4]([O:6][CH2:7][CH3:8])=[O:5])=[C:2]([NH2:1])[C:12]=2[Cl:13])[CH2:24][CH2:23][N:22]2[CH2:26][CH2:27][CH2:28][C@H:21]12.